Predict the product of the given reaction. From a dataset of Forward reaction prediction with 1.9M reactions from USPTO patents (1976-2016). (1) Given the reactants [Cl:1][C:2]1[C:10]2[C:5](=[CH:6][CH:7]=[C:8]([NH2:11])[CH:9]=2)[NH:4][N:3]=1.[CH2:12]=[C:13]1[O:17][C:15](=[O:16])[CH2:14]1, predict the reaction product. The product is: [Cl:1][C:2]1[C:10]2[C:5](=[CH:6][CH:7]=[C:8]([NH:11][C:15](=[O:16])[CH2:14][C:13](=[O:17])[CH3:12])[CH:9]=2)[NH:4][N:3]=1. (2) The product is: [CH3:36][C:28]1[CH:29]=[C:30]([C:33](=[O:34])[NH:66][CH:63]2[CH2:64][CH2:65][N:60]([CH3:59])[CH2:61][CH2:62]2)[CH:31]=[CH:32][C:27]=1[C:24]1[CH:25]=[CH:26][C:21]([CH2:20][C@H:19]([NH:18][C:16]([C@H:13]2[CH2:14][CH2:15][C@H:10]([CH2:9][NH:8][C:6](=[O:7])[O:5][C:1]([CH3:3])([CH3:4])[CH3:2])[CH2:11][CH2:12]2)=[O:17])[C:37](=[O:58])[NH:38][C:39]2[CH:40]=[CH:41][C:42]([C:45]3[NH:49][N:48]=[C:47]([C:50]([F:56])([F:57])[C:51]([F:54])([F:55])[CH2:52][OH:53])[N:46]=3)=[CH:43][CH:44]=2)=[CH:22][CH:23]=1. Given the reactants [C:1]([O:5][C:6]([NH:8][CH2:9][C@H:10]1[CH2:15][CH2:14][C@H:13]([C:16]([NH:18][C@H:19]([C:37](=[O:58])[NH:38][C:39]2[CH:44]=[CH:43][C:42]([C:45]3[NH:49][N:48]=[C:47]([C:50]([F:57])([F:56])[C:51]([F:55])([F:54])[CH2:52][OH:53])[N:46]=3)=[CH:41][CH:40]=2)[CH2:20][C:21]2[CH:26]=[CH:25][C:24]([C:27]3[CH:32]=[CH:31][C:30]([C:33](O)=[O:34])=[CH:29][C:28]=3[CH3:36])=[CH:23][CH:22]=2)=[O:17])[CH2:12][CH2:11]1)=[O:7])([CH3:4])([CH3:3])[CH3:2].[CH3:59][N:60]1[CH2:65][CH2:64][CH:63]([NH2:66])[CH2:62][CH2:61]1.C(N(CC)C(C)C)(C)C.F[P-](F)(F)(F)(F)F.CN(C(ON1C2=NC=CC=C2N=N1)=[N+](C)C)C, predict the reaction product. (3) Given the reactants C(O[C:4]([C:6]1[CH:11]=[C:10]([Cl:12])[CH:9]=[C:8]([CH3:13])[N:7]=1)=[O:5])C.[NH2:14][C:15]1[N:20]=[C:19]([CH3:21])[CH:18]=[CH:17][CH:16]=1, predict the reaction product. The product is: [CH3:21][C:19]1[N:20]=[C:15]([NH:14][C:4]([C:6]2[CH:11]=[C:10]([Cl:12])[CH:9]=[C:8]([CH3:13])[N:7]=2)=[O:5])[CH:16]=[CH:17][CH:18]=1. (4) Given the reactants C([O:4][C:5]1[CH:14]=[C:13]2[C:8]([CH:9]=[C:10]([C:15]3[CH:20]=[CH:19][CH:18]=[C:17]([O:21][CH3:22])[CH:16]=3)[CH2:11][O:12]2)=[CH:7][CH:6]=1)(=O)C.N1C=CN=C1.O1C2C(=CC=C(O)C=2)C=C(C2C=CC(O)=CC=2)C1, predict the reaction product. The product is: [CH3:22][O:21][C:17]1[CH:16]=[C:15]([CH:20]=[CH:19][CH:18]=1)[C:10]1[CH2:11][O:12][C:13]2[C:8]([CH:9]=1)=[CH:7][CH:6]=[C:5]([OH:4])[CH:14]=2.